From a dataset of Catalyst prediction with 721,799 reactions and 888 catalyst types from USPTO. Predict which catalyst facilitates the given reaction. (1) Reactant: C([O:3][C:4](=O)[CH2:5][C:6]([C@H:8]1[CH2:13][CH2:12][N:11]([C:14]([O:16][CH3:17])=[O:15])[C@@H:10]([CH2:18][C:19]2[CH:24]=[CH:23][CH:22]=[C:21]([F:25])[CH:20]=2)[CH2:9]1)=[O:7])C.[OH-].[Na+].[NH2:29]O.Cl. Product: [F:25][C:21]1[CH:20]=[C:19]([CH:24]=[CH:23][CH:22]=1)[CH2:18][C@H:10]1[CH2:9][C@@H:8]([C:6]2[O:7][NH:29][C:4](=[O:3])[CH:5]=2)[CH2:13][CH2:12][N:11]1[C:14]([O:16][CH3:17])=[O:15]. The catalyst class is: 24. (2) Product: [NH2:20][C:18]1[CH:19]=[C:14]([C:12]([NH:1][CH:2]([CH2:5][OH:6])[CH2:3][OH:4])=[O:13])[CH:15]=[C:16]([C:21]([NH:1][CH:2]([CH2:5][OH:6])[CH2:3][OH:4])=[O:23])[CH:17]=1. The catalyst class is: 51. Reactant: [NH2:1][CH:2]([CH2:5][OH:6])[CH2:3][OH:4].C(O[C:12]([C:14]1[CH:19]=[C:18]([NH2:20])[CH:17]=[C:16]([C:21]([O:23]CCCC)=O)[CH:15]=1)=[O:13])CCC. (3) Reactant: [NH2:1][C:2]1[C:3]([C:9]([OH:11])=O)=[N:4][C:5]([Br:8])=[CH:6][CH:7]=1.O=S(Cl)Cl.[F:16][C:17]1[CH:22]=[CH:21][CH:20]=[CH:19][C:18]=1[NH2:23]. Product: [NH2:1][C:2]1[C:3]([C:9]([NH:23][C:18]2[CH:19]=[CH:20][CH:21]=[CH:22][C:17]=2[F:16])=[O:11])=[N:4][C:5]([Br:8])=[CH:6][CH:7]=1. The catalyst class is: 11. (4) Product: [CH3:3][C:2]([CH3:13])([O:4][C:5]([N:7]1[CH2:8][CH2:9][N:10]([C:16]([N:15]([CH3:19])[CH3:14])=[O:17])[CH2:11][CH2:12]1)=[O:6])[CH3:1]. Reactant: [CH3:1][C:2]([CH3:13])([O:4][C:5]([N:7]1[CH2:12][CH2:11][NH:10][CH2:9][CH2:8]1)=[O:6])[CH3:3].[CH3:14][N:15]([CH3:19])[C:16](Cl)=[O:17].C(=O)([O-])O.[Na+]. The catalyst class is: 236. (5) Reactant: [Cl:1][C:2]1[CH:17]=[CH:16][C:15]([NH:18][C:19](=[O:30])[C:20]2[CH:25]=[CH:24][CH:23]=[C:22]([C:26]([F:29])([F:28])[F:27])[CH:21]=2)=[CH:14][C:3]=1[C:4]([NH:6][C:7]1[S:11][C:10]([CH:12]=[O:13])=[N:9][CH:8]=1)=[O:5].[CH2:31]1COCC1.C[Mg]Br.CCOCC. Product: [Cl:1][C:2]1[CH:17]=[CH:16][C:15]([NH:18][C:19](=[O:30])[C:20]2[CH:25]=[CH:24][CH:23]=[C:22]([C:26]([F:28])([F:27])[F:29])[CH:21]=2)=[CH:14][C:3]=1[C:4]([NH:6][C:7]1[S:11][C:10]([CH:12]([OH:13])[CH3:31])=[N:9][CH:8]=1)=[O:5]. The catalyst class is: 625. (6) Reactant: C(OC([N:8]1[CH2:17][C@@H:16]([C:18]2[CH:23]=[C:22]([F:24])[CH:21]=[C:20]([F:25])[CH:19]=2)[N:15]([CH2:26][C:27]([O-:29])=[O:28])[C:14](=[O:30])[C:9]21[CH2:13][CH2:12][CH2:11][CH2:10]2)=O)(C)(C)C.[Li+].Cl.[CH2:33](OC(=O)CN)[CH3:34].CC(O)=O.[BH3-]C#N.[Na+]. Product: [F:25][C:20]1[CH:19]=[C:18]([CH:16]2[N:15]([CH2:26][C:27]([O:29][CH2:33][CH3:34])=[O:28])[C:14](=[O:30])[C:9]3([CH2:10][CH2:11][CH2:12][CH2:13]3)[NH:8][CH2:17]2)[CH:23]=[C:22]([F:24])[CH:21]=1. The catalyst class is: 5.